Predict the reactants needed to synthesize the given product. From a dataset of Full USPTO retrosynthesis dataset with 1.9M reactions from patents (1976-2016). Given the product [CH2:1]([N:8]([S:16]([CH2:19][CH2:20][CH2:21][N:24]([CH3:23])[CH2:25][CH2:26][NH:27][CH3:28])(=[O:18])=[O:17])[C:9](=[O:15])[O:10][C:11]([CH3:14])([CH3:13])[CH3:12])[C:2]1[CH:7]=[CH:6][CH:5]=[CH:4][CH:3]=1, predict the reactants needed to synthesize it. The reactants are: [CH2:1]([N:8]([S:16]([CH2:19][CH2:20][CH2:21]Cl)(=[O:18])=[O:17])[C:9](=[O:15])[O:10][C:11]([CH3:14])([CH3:13])[CH3:12])[C:2]1[CH:7]=[CH:6][CH:5]=[CH:4][CH:3]=1.[CH3:23][NH:24][CH2:25][CH2:26][NH:27][CH3:28].C([O-])([O-])=O.[K+].[K+].